This data is from Reaction yield outcomes from USPTO patents with 853,638 reactions. The task is: Predict the reaction yield, written as a fraction of the theoretical maximum amount of product (1.0 means a 100% yield; for example, 0.34 means a 34% yield). (1) The reactants are [F:1][C:2]([F:19])([F:18])[C:3]1[CH:8]=[CH:7][C:6]([C:9](=O)[CH2:10][C:11](=O)[C:12]([F:15])([F:14])[F:13])=[CH:5][CH:4]=1.[NH2:20][C:21]1[C:25]([C:26]2[CH:31]=[CH:30][N:29]=[CH:28][CH:27]=2)=[CH:24][NH:23][N:22]=1. No catalyst specified. The product is [F:1][C:2]([F:19])([F:18])[C:3]1[CH:8]=[CH:7][C:6]([C:9]2[CH:10]=[C:11]([C:12]([F:15])([F:14])[F:13])[N:22]3[N:23]=[CH:24][C:25]([C:26]4[CH:31]=[CH:30][N:29]=[CH:28][CH:27]=4)=[C:21]3[N:20]=2)=[CH:5][CH:4]=1. The yield is 0.460. (2) The reactants are Br[C:2]1[N:7]=[C:6]([N:8]2[CH2:14][CH2:13][CH2:12][N:11]([C:15]([O:17][C:18]([CH3:21])([CH3:20])[CH3:19])=[O:16])[CH2:10][CH2:9]2)[CH:5]=[CH:4][CH:3]=1.[F:22][C:23]1[N:34]=[CH:33][C:32]([CH3:35])=[CH:31][C:24]=1[C:25](N(OC)C)=[O:26]. The yield is 0.870. The catalyst is O1CCCC1. The product is [F:22][C:23]1[N:34]=[CH:33][C:32]([CH3:35])=[CH:31][C:24]=1[C:25]([C:2]1[N:7]=[C:6]([N:8]2[CH2:14][CH2:13][CH2:12][N:11]([C:15]([O:17][C:18]([CH3:21])([CH3:20])[CH3:19])=[O:16])[CH2:10][CH2:9]2)[CH:5]=[CH:4][CH:3]=1)=[O:26]. (3) The reactants are [CH2:1]([O:3][C:4]([C:6]1[CH:7]=[N:8][N:9]2[C:14]([OH:15])=[C:13]([C:16]([OH:18])=O)[CH:12]=[N:11][C:10]=12)=[O:5])[CH3:2].Cl.[F:20][C:21]1[CH:22]=[CH:23][C:24]2[O:34][CH2:33][C:27]3([CH2:32][CH2:31][NH:30][CH2:29][CH2:28]3)[C:25]=2[CH:26]=1. No catalyst specified. The product is [CH2:1]([O:3][C:4]([C:6]1[CH:7]=[N:8][N:9]2[C:14]([OH:15])=[C:13]([C:16]([N:30]3[CH2:31][CH2:32][C:27]4([C:25]5[CH:26]=[C:21]([F:20])[CH:22]=[CH:23][C:24]=5[O:34][CH2:33]4)[CH2:28][CH2:29]3)=[O:18])[CH:12]=[N:11][C:10]=12)=[O:5])[CH3:2]. The yield is 0.540. (4) The reactants are [CH3:1][C:2]1([CH3:16])[C:11]2[C:6](=[CH:7][CH:8]=[C:9]([CH3:12])[CH:10]=2)[C:5]([CH3:14])([CH3:13])[CH2:4][C:3]1=[O:15].[Al+3].[Cl-].[Cl-].[Cl-].[Br:21]Br. The catalyst is ClCCl. The product is [Br:21][C:8]1[CH:7]=[C:6]2[C:11](=[CH:10][C:9]=1[CH3:12])[C:2]([CH3:16])([CH3:1])[C:3](=[O:15])[CH2:4][C:5]2([CH3:14])[CH3:13]. The yield is 0.670. (5) The reactants are [CH2:1]([S:3][C:4]1[CH:12]=[CH:11][C:10]([S:13]([CH3:16])(=[O:15])=[O:14])=[CH:9][C:5]=1[C:6]([OH:8])=O)[CH3:2].[F:17][C:18]1[CH:23]=[C:22]([S:24]([CH3:27])(=[O:26])=[O:25])[CH:21]=[CH:20][C:19]=1[N:28]1[CH2:33][CH2:32][NH:31][CH2:30][CH2:29]1. No catalyst specified. The product is [CH2:1]([S:3][C:4]1[CH:12]=[CH:11][C:10]([S:13]([CH3:16])(=[O:15])=[O:14])=[CH:9][C:5]=1[C:6]([N:31]1[CH2:30][CH2:29][N:28]([C:19]2[CH:20]=[CH:21][C:22]([S:24]([CH3:27])(=[O:26])=[O:25])=[CH:23][C:18]=2[F:17])[CH2:33][CH2:32]1)=[O:8])[CH3:2]. The yield is 0.740. (6) The reactants are [Br:1][C:2]1[CH:7]=[CH:6][C:5]([S:8]([C:11]([F:14])([F:13])[F:12])(=[O:10])=[O:9])=[C:4](F)[CH:3]=1.C(N(C(C)C)CC)(C)C.[CH2:25]([NH2:32])[C:26]1[CH:31]=[CH:30][CH:29]=[CH:28][CH:27]=1.O. The catalyst is CN1C(=O)CCC1. The product is [CH2:25]([NH:32][C:4]1[CH:3]=[C:2]([Br:1])[CH:7]=[CH:6][C:5]=1[S:8]([C:11]([F:14])([F:13])[F:12])(=[O:10])=[O:9])[C:26]1[CH:31]=[CH:30][CH:29]=[CH:28][CH:27]=1. The yield is 0.840.